From a dataset of Catalyst prediction with 721,799 reactions and 888 catalyst types from USPTO. Predict which catalyst facilitates the given reaction. (1) Reactant: [C:1]([C:4]1[CH:9]=[CH:8][C:7]([C:10]2[C:11](=[O:22])[O:12][C:13]3[C:18]([CH:19]=2)=[CH:17][CH:16]=[C:15]([O:20][CH3:21])[CH:14]=3)=[CH:6][CH:5]=1)(=[O:3])[CH3:2]. Product: [OH:3][CH:1]([C:4]1[CH:5]=[CH:6][C:7]([C:10]2[C:11](=[O:22])[O:12][C:13]3[C:18]([CH:19]=2)=[CH:17][CH:16]=[C:15]([O:20][CH3:21])[CH:14]=3)=[CH:8][CH:9]=1)[CH3:2]. The catalyst class is: 92. (2) Reactant: [N:1]([C:4]1[CH:5]=[C:6]2[C:10](=[CH:11][CH:12]=1)[NH:9][C:8](=[O:13])[CH2:7]2)=[C:2]=S.C1(C([O-])=O)C=C(C)C=C(C)C=1.[NH2:25][N+:26]1[CH:31]=[CH:30][N:29]=[CH:28][C:27]=1[NH2:32].C(N(C(C)C)CC)(C)C.CCN=C=NCCCN(C)C.[ClH:53]. Product: [Cl:53][C:28]1[C:27]2[N:26]([N:25]=[C:2]([NH:1][C:4]3[CH:5]=[C:6]4[C:10](=[CH:11][CH:12]=3)[NH:9][C:8](=[O:13])[CH2:7]4)[N:32]=2)[CH:31]=[CH:30][N:29]=1. The catalyst class is: 4. (3) Reactant: Br.[N:2]1[CH2:3][CH2:4][N:5]2[C:14]=1[C:13]1[CH:12]=[CH:11][CH:10]=[CH:9][C:8]=1[N:7]=[C:6]2[NH2:15].[C:16](O)(=[O:23])[C:17]1[CH:22]=[CH:21][CH:20]=[N:19][CH:18]=1.F[P-](F)(F)(F)(F)F.N1(O[P+](N2CCCC2)(N2CCCC2)N2CCCC2)C2C=CC=CC=2N=N1.C(N(CC)C(C)C)(C)C. Product: [N:2]1[CH2:3][CH2:4][N:5]2[C:14]=1[C:13]1[CH:12]=[CH:11][CH:10]=[CH:9][C:8]=1[N:7]=[C:6]2[NH:15][C:16](=[O:23])[C:17]1[CH:22]=[CH:21][CH:20]=[N:19][CH:18]=1. The catalyst class is: 9. (4) Reactant: [C:1]([O:5][C:6](=[O:40])[N:7]([C@H:9]([C:11](=[O:39])[NH:12][C@@H:13]1[C:19](=[O:20])[N:18]([CH2:21][C:22]2[C:31]3[C:26](=[CH:27][C:28](Br)=[CH:29][CH:30]=3)[CH:25]=[CH:24][C:23]=2[O:33][CH3:34])[C:17]2[CH:35]=[CH:36][CH:37]=[CH:38][C:16]=2[NH:15][CH2:14]1)[CH3:10])[CH3:8])([CH3:4])([CH3:3])[CH3:2].C1(P(C2C=CC=CC=2)C2[C:61]3[O:60][C:59]4C(=CC=CC=4P(C4C=CC=CC=4)C4C=CC=CC=4)C(C)(C)C=3C=CC=2)C=CC=CC=1.C[OH:84]. Product: [CH3:59][O:60][C:61]([C:28]1[CH:29]=[CH:30][C:31]2[C:26](=[CH:25][CH:24]=[C:23]([O:33][CH3:34])[C:22]=2[CH2:21][N:18]2[C:19](=[O:20])[C@@H:13]([NH:12][C:11](=[O:39])[C@@H:9]([N:7]([C:6]([O:5][C:1]([CH3:4])([CH3:3])[CH3:2])=[O:40])[CH3:8])[CH3:10])[CH2:14][NH:15][C:16]3[CH:38]=[CH:37][CH:36]=[CH:35][C:17]2=3)[CH:27]=1)=[O:84]. The catalyst class is: 167. (5) Reactant: I[C:2]1[CH:12]=[CH:11][C:5]([C:6]([O:8][CH2:9][CH3:10])=[O:7])=[CH:4][CH:3]=1.[CH:13]1(/[CH:16]=[CH:17]/B2OC(C)(C)C(C)(C)O2)[CH2:15][CH2:14]1.[OH-].[Na+].O. Product: [CH:13]1(/[CH:16]=[CH:17]/[C:2]2[CH:12]=[CH:11][C:5]([C:6]([O:8][CH2:9][CH3:10])=[O:7])=[CH:4][CH:3]=2)[CH2:15][CH2:14]1. The catalyst class is: 77. (6) Reactant: C[O:2][C:3](=[O:35])[C:4]1[CH:9]=[CH:8][C:7]([CH2:10][C:11]2[O:12][C:13]([C:16]3[CH:21]=[CH:20][CH:19]=[C:18]([C:22]4[O:23][C:24]([C:27]5[CH:32]=[CH:31][C:30]([O:33][CH3:34])=[CH:29][CH:28]=5)=[CH:25][N:26]=4)[CH:17]=3)=[N:14][N:15]=2)=[CH:6][CH:5]=1.[OH-].[Na+]. Product: [CH3:34][O:33][C:30]1[CH:29]=[CH:28][C:27]([C:24]2[O:23][C:22]([C:18]3[CH:17]=[C:16]([C:13]4[O:12][C:11]([CH2:10][C:7]5[CH:6]=[CH:5][C:4]([C:3]([OH:35])=[O:2])=[CH:9][CH:8]=5)=[N:15][N:14]=4)[CH:21]=[CH:20][CH:19]=3)=[N:26][CH:25]=2)=[CH:32][CH:31]=1. The catalyst class is: 87. (7) Reactant: CC(C)([O-])C.[K+].[N+:7]([C:10]1[C:15]([O:16][CH3:17])=[CH:14][CH:13]=[CH:12][N:11]=1)([O-:9])=[O:8].[CH2:18]([O:20][C:21](=[O:25])[CH:22](Cl)[CH3:23])[CH3:19].Cl. Product: [CH2:18]([O:20][C:21](=[O:25])[CH:22]([C:13]1[CH:12]=[N:11][C:10]([N+:7]([O-:9])=[O:8])=[C:15]([O:16][CH3:17])[CH:14]=1)[CH3:23])[CH3:19]. The catalyst class is: 9.